Dataset: Reaction yield outcomes from USPTO patents with 853,638 reactions. Task: Predict the reaction yield, written as a fraction of the theoretical maximum amount of product (1.0 means a 100% yield; for example, 0.34 means a 34% yield). (1) The yield is 0.303. The reactants are [OH:1][C:2]1[C:7]([NH2:8])=[CH:6][CH:5]=[CH:4][C:3]=1[C:9]1[CH:14]=[CH:13][C:12]([C:15]2[NH:16][CH2:17][CH2:18][N:19]=2)=[CH:11][CH:10]=1.[N:20]([O-])=O.[Na+].[CH2:24]1[C:32]2[C:27](=[CH:28][C:29]([N:33]3[C:37](=[O:38])[CH2:36][C:35]([CH3:39])=[N:34]3)=[CH:30][CH:31]=2)[CH2:26][CH2:25]1.C(=O)(O)[O-].[Na+]. The catalyst is Cl.C(O)C. The product is [NH:19]1[CH2:18][CH2:17][N:16]=[C:15]1[C:12]1[CH:11]=[CH:10][C:9]([C:3]2[CH:4]=[CH:5][CH:6]=[C:7]([NH:8][N:20]=[C:36]3[C:35]([CH3:39])=[N:34][N:33]([C:29]4[CH:28]=[C:27]5[C:32](=[CH:31][CH:30]=4)[CH2:24][CH2:25][CH2:26]5)[C:37]3=[O:38])[C:2]=2[OH:1])=[CH:14][CH:13]=1. (2) The reactants are [CH2:1]([N:8]1[CH:13]2[CH2:14][CH2:15][CH:9]1[CH2:10][C:11](=[O:16])[CH2:12]2)[C:2]1[CH:7]=[CH:6][CH:5]=[CH:4][CH:3]=1.[Li].C[Si]([N-][Si](C)(C)C)(C)C.[C:27]1([CH3:47])[CH:32]=[CH:31][C:30]([S:33](O[S:33]([C:30]2[CH:31]=[CH:32][C:27]([CH3:47])=[CH:28][CH:29]=2)(=[O:35])=[O:34])(=[O:35])=[O:34])=[CH:29][CH:28]=1.[OH-].[Na+]. The catalyst is C1COCC1.CCCCCC.CCOC(C)=O. The product is [CH2:1]([N:8]1[CH:9]2[CH2:15][CH2:14][CH:13]1[CH:12]=[C:11]([O:16][S:33]([C:30]1[CH:31]=[CH:32][C:27]([CH3:47])=[CH:28][CH:29]=1)(=[O:35])=[O:34])[CH2:10]2)[C:2]1[CH:3]=[CH:4][CH:5]=[CH:6][CH:7]=1. The yield is 0.860. (3) The reactants are C([O-])(O)=O.[Na+].[S:6]1[CH:10]=[CH:9][CH:8]=[C:7]1[CH2:11][C:12](Cl)=[O:13].[C:15]1([S:21][CH2:22][CH2:23][S:24][C:25]2[C:30]([NH2:31])=[CH:29][CH:28]=[CH:27][N:26]=2)[CH:20]=[CH:19][CH:18]=[CH:17][CH:16]=1.CCCCCC. The catalyst is O1CCOCC1. The product is [C:15]1([S:21][CH2:22][CH2:23][S:24][C:25]2[C:30]([NH:31][C:12](=[O:13])[CH2:11][C:7]3[S:6][CH:10]=[CH:9][CH:8]=3)=[CH:29][CH:28]=[CH:27][N:26]=2)[CH:16]=[CH:17][CH:18]=[CH:19][CH:20]=1. The yield is 0.480. (4) The reactants are [CH3:1][C:2]([CH3:5])([O-])[CH3:3].[K+].C(O[C:12](=[O:15])[NH:13][OH:14])(C)(C)C.Br[C:17]([CH3:23])([CH3:22])[C:18]([O:20][CH3:21])=[O:19]. The catalyst is CS(C)=O. The product is [C:2]([N:13]([OH:14])[C:12]([C:17]([CH3:23])([CH3:22])[C:18]([O:20][CH3:21])=[O:19])=[O:15])([CH3:5])([CH3:3])[CH3:1]. The yield is 0.960. (5) The reactants are Br[C:2]1[C:7]([C:8]([F:11])([F:10])[F:9])=[CH:6][C:5]([NH:12][C:13]2[N:17]=[C:16]([NH2:18])[NH:15][N:14]=2)=[CH:4][C:3]=1[Cl:19].CN1C(C)(C)CC(SC2C=CC(B3OC(C)(C)C(C)(C)O3)=CC=2)CC1(C)C.[CH3:47][S:48]([NH:51][CH2:52][C:53]1[CH:54]=[C:55](B(O)O)[CH:56]=[CH:57][CH:58]=1)(=[O:50])=[O:49].C([O-])([O-])=O.[K+].[K+]. The catalyst is COCCOC.O1CCOCC1.C1C=CC([P]([Pd]([P](C2C=CC=CC=2)(C2C=CC=CC=2)C2C=CC=CC=2)([P](C2C=CC=CC=2)(C2C=CC=CC=2)C2C=CC=CC=2)[P](C2C=CC=CC=2)(C2C=CC=CC=2)C2C=CC=CC=2)(C2C=CC=CC=2)C2C=CC=CC=2)=CC=1. The product is [NH2:18][C:16]1[NH:15][N:14]=[C:13]([NH:12][C:5]2[CH:6]=[C:7]([C:8]([F:11])([F:10])[F:9])[C:2]([C:57]3[CH:56]=[CH:55][CH:54]=[C:53]([CH2:52][NH:51][S:48]([CH3:47])(=[O:49])=[O:50])[CH:58]=3)=[C:3]([Cl:19])[CH:4]=2)[N:17]=1. The yield is 0.193. (6) The reactants are Cl[C:2]1[CH:7]=[CH:6][N:5]2[C:8]([C:11]([NH:13][C:14]3[CH:22]=[CH:21][CH:20]=[C:19]4[C:15]=3[C:16]([CH3:33])=[N:17][N:18]4[CH2:23][C:24]3[CH:29]=[CH:28][CH:27]=[C:26]([CH:30](C)C)[N:25]=3)=[O:12])=[CH:9][N:10]=[C:4]2[CH:3]=1.[CH3:34][C@@H:35]1[N:40]([CH3:41])[CH2:39][CH2:38][N:37]([CH2:42][CH2:43][OH:44])[CH2:36]1.C[C@H]1N(C)[C@@H](C)CN(CCO)C1. No catalyst specified. The product is [CH3:34][C@@H:35]1[N:40]([CH3:41])[CH2:39][CH2:38][N:37]([CH2:42][CH2:43][O:44][C:2]2[CH:7]=[CH:6][N:5]3[C:8]([C:11]([NH:13][C:14]4[CH:22]=[CH:21][CH:20]=[C:19]5[C:15]=4[C:16]([CH3:33])=[N:17][N:18]5[CH2:23][C:24]4[CH:29]=[CH:28][CH:27]=[C:26]([CH3:30])[N:25]=4)=[O:12])=[CH:9][N:10]=[C:4]3[CH:3]=2)[CH2:36]1. The yield is 0.110. (7) The reactants are CC[C@H]1[C@H]2C[C@H]([C@H](OC3C4C(=CC=CC=4)C(O[C@H](C4C=CN=C5C=4C=C(OC)C=C5)[C@@H]4N5C[C@H](CC)[C@@H](CC5)C4)=NN=3)C3C=CN=C4C=3C=C([O:22]C)C=C4)N(CC2)C1.[OH2:59].[F:60][C:61]([F:78])([F:77])[C:62]1[CH:63]=[C:64]([CH:72]=[C:73]([CH:75]=[CH2:76])[CH:74]=1)[C:65]([O:67][C:68]([CH3:71])([CH3:70])[CH3:69])=[O:66].S([O-])([O-])=O.[Na+].[Na+]. The catalyst is C(O)(C)(C)C. The product is [OH:59][C@H:75]([C:73]1[CH:72]=[C:64]([CH:63]=[C:62]([C:61]([F:77])([F:78])[F:60])[CH:74]=1)[C:65]([O:67][C:68]([CH3:71])([CH3:70])[CH3:69])=[O:66])[CH2:76][OH:22]. The yield is 0.788.